From a dataset of Reaction yield outcomes from USPTO patents with 853,638 reactions. Predict the reaction yield, written as a fraction of the theoretical maximum amount of product (1.0 means a 100% yield; for example, 0.34 means a 34% yield). (1) The reactants are [NH2:1][C:2]1[CH:3]=[C:4]([CH:21]=[CH:22][CH:23]=1)[O:5][C:6]1[CH:7]=[CH:8][C:9]2[N:10]([CH:12]=[C:13]([NH:15][C:16]([CH:18]3[CH2:20][CH2:19]3)=[O:17])[N:14]=2)[N:11]=1.[CH3:24][O:25][C:26]([C:28]1[CH:29]=[C:30]([CH:34]=[CH:35][CH:36]=1)[C:31](O)=[O:32])=[O:27].Cl.CN(C)CCCN=C=NCC.ON1C2C=CC=CC=2N=N1. The catalyst is CN(C)C=O. The product is [CH:18]1([C:16]([NH:15][C:13]2[N:14]=[C:9]3[CH:8]=[CH:7][C:6]([O:5][C:4]4[CH:3]=[C:2]([NH:1][C:31]([C:30]5[CH:29]=[C:28]([CH:36]=[CH:35][CH:34]=5)[C:26]([O:25][CH3:24])=[O:27])=[O:32])[CH:23]=[CH:22][CH:21]=4)=[N:11][N:10]3[CH:12]=2)=[O:17])[CH2:20][CH2:19]1. The yield is 0.720. (2) The reactants are [CH2:1]([C:4]([P:10]([OH:13])([OH:12])=[O:11])([P:6]([OH:9])([OH:8])=[O:7])[OH:5])[CH2:2][NH2:3].[OH-].[Na+:15]. No catalyst specified. The product is [CH2:1]([C:4]([P:10]([O-:13])([OH:12])=[O:11])([P:6]([O-:8])([OH:9])=[O:7])[OH:5])[CH2:2][NH2:3].[Na+:15].[Na+:15]. The yield is 0.940. (3) The reactants are [C:1](/[C:3](/[C:26]1[CH:31]=[CH:30][C:29]([O:32][CH3:33])=[C:28]([O:34][CH3:35])[CH:27]=1)=[CH:4]\[C:5]1[S:9][C:8]([N:10]2[CH2:15][CH2:14][CH:13]([O:16][C:17](=[O:25])[CH2:18][N:19]3[CH2:24][CH2:23][O:22][CH2:21][CH2:20]3)[CH2:12][CH2:11]2)=[CH:7][CH:6]=1)#[N:2].[CH3:36][S:37]([OH:40])(=[O:39])=[O:38].CCOCC. The catalyst is CO. The product is [CH3:36][S:37]([OH:40])(=[O:39])=[O:38].[C:1](/[C:3](/[C:26]1[CH:31]=[CH:30][C:29]([O:32][CH3:33])=[C:28]([O:34][CH3:35])[CH:27]=1)=[CH:4]\[C:5]1[S:9][C:8]([N:10]2[CH2:11][CH2:12][CH:13]([O:16][C:17](=[O:25])[CH2:18][N:19]3[CH2:24][CH2:23][O:22][CH2:21][CH2:20]3)[CH2:14][CH2:15]2)=[CH:7][CH:6]=1)#[N:2]. The yield is 0.950. (4) The reactants are FC(F)(F)C(O)=O.[F:8][C:9]([F:40])([F:39])[C:10]1[CH:11]=[C:12]([CH2:20][O:21][C@@H:22]2[CH2:28][CH2:27][C@@H:26]3[NH:29][C@@:23]2([C:33]2[CH:38]=[CH:37][CH:36]=[CH:35][CH:34]=2)[CH2:24][C@H:25]3[C:30]([OH:32])=O)[CH:13]=[C:14]([C:16]([F:19])([F:18])[F:17])[CH:15]=1.[CH2:41]([N:48]1[CH2:53][CH2:52][NH:51][CH2:50][CH2:49]1)[C:42]1[CH:47]=[CH:46][CH:45]=[CH:44][CH:43]=1.C(N(CC)CC)C.Cl.CN(C)CCCN=C=NCC. No catalyst specified. The product is [CH2:41]([N:48]1[CH2:53][CH2:52][N:51]([C:30]([C@@H:25]2[CH2:24][C@:23]3([C:33]4[CH:34]=[CH:35][CH:36]=[CH:37][CH:38]=4)[NH:29][C@H:26]2[CH2:27][CH2:28][C@H:22]3[O:21][CH2:20][C:12]2[CH:11]=[C:10]([C:9]([F:39])([F:8])[F:40])[CH:15]=[C:14]([C:16]([F:18])([F:19])[F:17])[CH:13]=2)=[O:32])[CH2:50][CH2:49]1)[C:42]1[CH:43]=[CH:44][CH:45]=[CH:46][CH:47]=1. The yield is 0.850. (5) The reactants are [Cl-].O[NH3+:3].[C:4](=[O:7])([O-])[OH:5].[Na+].CS(C)=O.[CH3:13][C:14]1[N:15]=[C:16]([CH2:36][CH2:37][CH3:38])[N:17]([CH2:21][C:22]2[CH:27]=[CH:26][C:25]([C:28]3[C:29]([C:34]#[N:35])=[CH:30][CH:31]=[CH:32][CH:33]=3)=[CH:24][CH:23]=2)[C:18](=[O:20])[CH:19]=1. The catalyst is O. The product is [CH3:13][C:14]1[N:15]=[C:16]([CH2:36][CH2:37][CH3:38])[N:17]([CH2:21][C:22]2[CH:27]=[CH:26][C:25]([C:28]3[CH:33]=[CH:32][CH:31]=[CH:30][C:29]=3[C:34]3[NH:3][C:4](=[O:7])[O:5][N:35]=3)=[CH:24][CH:23]=2)[C:18](=[O:20])[CH:19]=1. The yield is 0.440. (6) The reactants are [C:1]1([CH3:9])[CH:6]=[CH:5][CH:4]=[CH:3][C:2]=1[NH:7][NH2:8].C(N(CC)CC)C.Cl[C:18]([C:20]12[CH2:29][CH:24]3[CH2:25][CH:26]([CH2:28][CH:22]([CH2:23]3)[CH2:21]1)[CH2:27]2)=[O:19].C([O-])(=O)C.[NH4+]. The catalyst is O1CCCC1.O.C(#N)C. The product is [CH3:9][C:1]1[CH:6]=[CH:5][CH:4]=[CH:3][C:2]=1[NH:7][NH:8][C:18]([C:20]12[CH2:29][CH:24]3[CH2:23][CH:22]([CH2:28][CH:26]([CH2:25]3)[CH2:27]1)[CH2:21]2)=[O:19]. The yield is 0.770. (7) The reactants are [CH2:1]([O:3][C:4]([C:6]1[O:7][C:8]2[CH:15]=[CH:14][CH:13]=[C:12](OS(C(F)(F)F)(=O)=O)[C:9]=2[C:10]=1[CH3:11])=[O:5])[CH3:2].[CH3:24][S:25]([NH2:28])(=[O:27])=[O:26].C1(C2C=CC=CC=2)C=CC=CC=1P(C(C)(C)C)C(C)(C)C.P([O-])([O-])([O-])=O.[K+].[K+].[K+]. The catalyst is C1(C)C=CC=CC=1.C1C=CC(/C=C/C(/C=C/C2C=CC=CC=2)=O)=CC=1.C1C=CC(/C=C/C(/C=C/C2C=CC=CC=2)=O)=CC=1.C1C=CC(/C=C/C(/C=C/C2C=CC=CC=2)=O)=CC=1.[Pd].[Pd]. The product is [CH2:1]([O:3][C:4]([C:6]1[O:7][C:8]2[CH:15]=[CH:14][CH:13]=[C:12]([NH:28][S:25]([CH3:24])(=[O:27])=[O:26])[C:9]=2[C:10]=1[CH3:11])=[O:5])[CH3:2]. The yield is 0.670. (8) The reactants are C([O:8][CH2:9][C@H:10]1[C:14]2[NH:15][C:16]([C:18]3[CH:27]=[CH:26][CH:25]=[C:24]4[C:19]=3[N:20]=[C:21]([NH:29][C:30]([CH3:33])([CH3:32])[CH3:31])[C:22]([CH3:28])=[N:23]4)=[CH:17][C:13]=2[C:12](=[O:34])[NH:11]1)C1C=CC=CC=1.C(OC[C@@H]1C2NC(C3C=CC=C4C=3N=C(NC(C)(C)C)C(C)=N4)=CC=2C(=O)N1)C1C=CC=CC=1.B(Cl)(Cl)Cl. The catalyst is C(Cl)Cl. The product is [C:30]([NH:29][C:21]1[C:22]([CH3:28])=[N:23][C:24]2[C:19]([N:20]=1)=[C:18]([C:16]1[NH:15][C:14]3[CH:10]([CH2:9][OH:8])[NH:11][C:12](=[O:34])[C:13]=3[CH:17]=1)[CH:27]=[CH:26][CH:25]=2)([CH3:33])([CH3:32])[CH3:31]. The yield is 0.570. (9) The reactants are [Br:1][C:2]1[C:3]([CH3:13])=[N:4][C:5]([C:8]2[N:12]=[CH:11][NH:10][N:9]=2)=[CH:6][CH:7]=1.[O:14]1[CH:19]=[CH:18][CH2:17][CH2:16][CH2:15]1.CS(O)(=O)=O. The catalyst is O1CCCC1. The product is [Br:1][C:2]1[C:3]([CH3:13])=[N:4][C:5]([C:8]2[N:12]=[CH:11][N:10]([CH:15]3[CH2:16][CH2:17][CH2:18][CH2:19][O:14]3)[N:9]=2)=[CH:6][CH:7]=1. The yield is 0.850. (10) The product is [Br:1][CH2:2][CH2:3][CH2:4][O:5][C:12]1[CH:13]=[CH:14][C:9]([N+:6]([O-:8])=[O:7])=[CH:10][C:11]=1[O:17][CH3:18]. The yield is 0.210. The catalyst is O1CCCC1. The reactants are [Br:1][CH2:2][CH2:3][CH2:4][OH:5].[N+:6]([C:9]1[CH:10]=[C:11]([OH:17])[C:12](OC)=[CH:13][CH:14]=1)([O-:8])=[O:7].[CH2:18](P(CCCC)CCCC)CCC.N(C(N1CCCCC1)=O)=NC(N1CCCCC1)=O.